From a dataset of Forward reaction prediction with 1.9M reactions from USPTO patents (1976-2016). Predict the product of the given reaction. (1) The product is: [Cl:25][CH2:24][CH2:23][CH2:22][CH:8]([C:5]1[CH:6]=[CH:7][C:2]([F:1])=[CH:3][C:4]=1[C:12]([F:13])([F:14])[F:15])[C:9]([OH:11])=[O:10]. Given the reactants [F:1][C:2]1[CH:7]=[CH:6][C:5]([CH2:8][C:9]([OH:11])=[O:10])=[C:4]([C:12]([F:15])([F:14])[F:13])[CH:3]=1.C([Li])CCC.Br[CH2:22][CH2:23][CH2:24][Cl:25].[OH-].[Na+], predict the reaction product. (2) The product is: [CH2:1]([O:3][C:4]1[C:8]([CH2:9][CH2:10][CH2:11][OH:13])=[CH:7][N:6]([C:17]2[CH:22]=[CH:21][C:20]([C:23]([F:26])([F:25])[F:24])=[CH:19][N:18]=2)[N:5]=1)[CH3:2]. Given the reactants [CH2:1]([O:3][C:4]1[C:8]([CH2:9][CH2:10][C:11]([O:13]CC)=O)=[CH:7][NH:6][N:5]=1)[CH3:2].Cl[C:17]1[CH:22]=[CH:21][C:20]([C:23]([F:26])([F:25])[F:24])=[CH:19][N:18]=1.C(=O)([O-])[O-].[K+].[K+].Cl, predict the reaction product. (3) The product is: [CH3:10][O:9][C:7]([C:6]1[CH:5]=[C:4]([Br:26])[C:3](=[O:2])[N:13]([C@H:14]([C:16]2[CH:21]=[CH:20][CH:19]=[CH:18][CH:17]=2)[CH3:15])[C:11]=1[CH3:12])=[O:8]. Given the reactants C[O:2][C:3](=O)[CH:4]=[CH:5][C:6](=[C:11]([NH:13][C@H:14]([C:16]1[CH:21]=[CH:20][CH:19]=[CH:18][CH:17]=1)[CH3:15])[CH3:12])[C:7]([O:9][CH3:10])=[O:8].C[O-].[Na+].[Br:26]N1C(=O)CCC1=O, predict the reaction product. (4) The product is: [ClH:18].[CH3:17][C:15]1[N:14]=[CH:13][N:12]([C:4]2[C:3](=[O:2])[NH:8][C:7]([C:9]([OH:11])=[O:10])=[CH:6][CH:5]=2)[CH:16]=1. Given the reactants C[O:2][C:3]1[N:8]=[C:7]([C:9]([O-:11])=[O:10])[CH:6]=[CH:5][C:4]=1[N:12]1[CH:16]=[C:15]([CH3:17])[N:14]=[CH:13]1.[ClH:18], predict the reaction product. (5) Given the reactants O[CH2:2][C:3]1[CH:11]=[C:10]2[C:6]([C:7]([CH2:21][N:22]([CH3:30])[C:23](=[O:29])[O:24][C:25]([CH3:28])([CH3:27])[CH3:26])=[CH:8][N:9]2[S:12]([C:15]2[CH:16]=[N:17][CH:18]=[CH:19][CH:20]=2)(=[O:14])=[O:13])=[CH:5][CH:4]=1.C1(P(C2C=CC=CC=2)C2C=CC=CC=2)C=CC=CC=1.[Br:50]C(Br)(Br)Br.O, predict the reaction product. The product is: [Br:50][CH2:2][C:3]1[CH:11]=[C:10]2[C:6]([C:7]([CH2:21][N:22]([CH3:30])[C:23](=[O:29])[O:24][C:25]([CH3:28])([CH3:27])[CH3:26])=[CH:8][N:9]2[S:12]([C:15]2[CH:16]=[N:17][CH:18]=[CH:19][CH:20]=2)(=[O:14])=[O:13])=[CH:5][CH:4]=1. (6) Given the reactants [NH:1]1[CH:5]=[CH:4][C:3]([C:6]2[CH:11]=[CH:10][CH:9]=[CH:8][N:7]=2)=[N:2]1.[F:12][C:13]1[CH:14]=[C:15]([N+:20]([O-:22])=[O:21])[CH:16]=[CH:17][C:18]=1F.C(=O)([O-])[O-].[K+].[K+].O, predict the reaction product. The product is: [F:12][C:13]1[CH:14]=[C:15]([N+:20]([O-:22])=[O:21])[CH:16]=[CH:17][C:18]=1[N:1]1[CH:5]=[CH:4][C:3]([C:6]2[CH:11]=[CH:10][CH:9]=[CH:8][N:7]=2)=[N:2]1.